This data is from Full USPTO retrosynthesis dataset with 1.9M reactions from patents (1976-2016). The task is: Predict the reactants needed to synthesize the given product. (1) Given the product [ClH:27].[OH:24][CH2:23][CH2:22][CH2:21][N:19]([CH3:20])[C:18](=[O:25])[CH2:17][CH2:16][O:15][C@H:12]1[CH2:11][CH2:10][C@H:9]([NH:7][CH3:6])[CH2:14][CH2:13]1, predict the reactants needed to synthesize it. The reactants are: C(O[C:6](=O)[N:7]([C@H:9]1[CH2:14][CH2:13][C@H:12]([O:15][CH2:16][CH2:17][C:18](=[O:25])[N:19]([CH2:21][CH2:22][CH2:23][OH:24])[CH3:20])[CH2:11][CH2:10]1)C)(C)(C)C.[ClH:27]. (2) Given the product [CH3:34][C:31]1[S:30][C:29]([NH:28][S:25]([C:22]2[CH:23]=[CH:24][C:19]([NH:18][CH:4]=[C:5]3[C:16]4[C:8](=[CH:9][CH:10]=[C:11]5[C:15]=4[S:14][CH:13]=[N:12]5)[NH:7][C:6]3=[O:17])=[CH:20][CH:21]=2)(=[O:27])=[O:26])=[N:33][N:32]=1, predict the reactants needed to synthesize it. The reactants are: C(O[CH:4]=[C:5]1[C:16]2[C:8](=[CH:9][CH:10]=[C:11]3[C:15]=2[S:14][CH:13]=[N:12]3)[NH:7][C:6]1=[O:17])C.[NH2:18][C:19]1[CH:24]=[CH:23][C:22]([S:25]([NH:28][C:29]2[S:30][C:31]([CH3:34])=[N:32][N:33]=2)(=[O:27])=[O:26])=[CH:21][CH:20]=1. (3) Given the product [F:8][C:6]1[CH:5]=[C:4]([S:9]([NH2:12])(=[O:11])=[O:10])[CH:3]=[C:2]([B:13]2[O:17][C:16]([CH3:19])([CH3:18])[C:15]([CH3:21])([CH3:20])[O:14]2)[CH:7]=1, predict the reactants needed to synthesize it. The reactants are: Br[C:2]1[CH:3]=[C:4]([S:9]([NH2:12])(=[O:11])=[O:10])[CH:5]=[C:6]([F:8])[CH:7]=1.[B:13]1([B:13]2[O:17][C:16]([CH3:19])([CH3:18])[C:15]([CH3:21])([CH3:20])[O:14]2)[O:17][C:16]([CH3:19])([CH3:18])[C:15]([CH3:21])([CH3:20])[O:14]1.CC([O-])=O.[K+]. (4) Given the product [ClH:9].[Cl:21][C:22]1[CH:27]=[CH:26][C:25]([C:28]2[CH2:29][CH:30]3[N:35]([CH3:36])[CH:33]([CH2:32][CH2:31]3)[CH:34]=2)=[CH:24][C:23]=1[CH3:38], predict the reactants needed to synthesize it. The reactants are: BrC1C=CC([Cl:9])=C(C)C=1.CN1C2CC(CC1CC2)=O.Cl.[Cl:21][C:22]1[CH:27]=[CH:26][C:25]([C:28]2(O)[CH2:34][CH:33]3[N:35]([CH3:36])[CH:30]([CH2:31][CH2:32]3)[CH2:29]2)=[CH:24][C:23]=1[CH3:38].N. (5) Given the product [F:1][C:2]1[CH:3]=[C:4]([C@@:9]2([CH3:23])[N:18]([CH2:19][C:20]#[C:21][C:25]3[CH:26]=[C:27]4[C:40](=[CH:41][CH:42]=3)[CH2:39][C@:29]3([C:37]5[C:32](=[N:33][CH:34]=[CH:35][CH:36]=5)[NH:31][C:30]3=[O:38])[CH2:28]4)[C:17](=[O:22])[C:12]3([CH2:13][CH2:14][CH2:15][CH2:16]3)[NH:11][CH2:10]2)[CH:5]=[C:6]([F:8])[CH:7]=1, predict the reactants needed to synthesize it. The reactants are: [F:1][C:2]1[CH:3]=[C:4]([C@@:9]2([CH3:23])[N:18]([CH2:19][C:20]#[CH:21])[C:17](=[O:22])[C:12]3([CH2:16][CH2:15][CH2:14][CH2:13]3)[NH:11][CH2:10]2)[CH:5]=[C:6]([F:8])[CH:7]=1.Br[C:25]1[CH:26]=[C:27]2[C:40](=[CH:41][CH:42]=1)[CH2:39][C@:29]1([C:37]3[C:32](=[N:33][CH:34]=[CH:35][CH:36]=3)[NH:31][C:30]1=[O:38])[CH2:28]2.C(N(CC)CC)C. (6) Given the product [CH:30]([NH:27][C:28](=[O:29])[O:26][CH2:25][CH:11]1[CH2:12][CH:13]([C:15]2[CH:20]=[CH:19][C:18]([C:21]([F:22])([F:23])[F:24])=[CH:17][CH:16]=2)[CH2:14][N:9]([C:7]([N:1]2[CH2:6][CH2:5][O:4][CH2:3][CH2:2]2)=[O:8])[CH2:10]1)([CH3:32])[CH3:31], predict the reactants needed to synthesize it. The reactants are: [N:1]1([C:7]([N:9]2[CH2:14][CH:13]([C:15]3[CH:20]=[CH:19][C:18]([C:21]([F:24])([F:23])[F:22])=[CH:17][CH:16]=3)[CH2:12][CH:11]([CH2:25][OH:26])[CH2:10]2)=[O:8])[CH2:6][CH2:5][O:4][CH2:3][CH2:2]1.[N:27]([CH:30]([CH3:32])[CH3:31])=[C:28]=[O:29]. (7) Given the product [C:31]([C:34]1[CH:35]=[C:36]([N:40]([S:41]([C:44]2[CH:49]=[CH:48][CH:47]=[CH:46][C:45]=2[N+:50]([O-:52])=[O:51])(=[O:43])=[O:42])[CH2:6][CH2:7][C@@H:8]2[CH2:13][N:12]([C:14]([O:16][CH2:17][C:18]3[CH:23]=[CH:22][CH:21]=[CH:20][CH:19]=3)=[O:15])[CH2:11][CH2:10][N:9]2[C:24]([O:26][C:27]([CH3:28])([CH3:30])[CH3:29])=[O:25])[CH:37]=[CH:38][CH:39]=1)(=[O:33])[CH3:32], predict the reactants needed to synthesize it. The reactants are: CS(O[CH2:6][CH2:7][C@@H:8]1[CH2:13][N:12]([C:14]([O:16][CH2:17][C:18]2[CH:23]=[CH:22][CH:21]=[CH:20][CH:19]=2)=[O:15])[CH2:11][CH2:10][N:9]1[C:24]([O:26][C:27]([CH3:30])([CH3:29])[CH3:28])=[O:25])(=O)=O.[C:31]([C:34]1[CH:35]=[C:36]([NH:40][S:41]([C:44]2[CH:49]=[CH:48][CH:47]=[CH:46][C:45]=2[N+:50]([O-:52])=[O:51])(=[O:43])=[O:42])[CH:37]=[CH:38][CH:39]=1)(=[O:33])[CH3:32].C(=O)([O-])[O-].[Cs+].[Cs+]. (8) Given the product [CH2:19]([O:21][C:22](=[O:46])[C:23]([CH3:45])([CH3:44])[C:24]([C:26]1[CH:35]=[CH:34][C:33]2[C:28](=[CH:29][CH:30]=[C:31]([OH:36])[CH:32]=2)[CH:27]=1)=[O:25])[CH3:20], predict the reactants needed to synthesize it. The reactants are: [F-].C([N+](CCCC)(CCCC)CCCC)CCC.[CH2:19]([O:21][C:22](=[O:46])[C:23]([CH3:45])([CH3:44])[C:24]([C:26]1[CH:35]=[CH:34][C:33]2[C:28](=[CH:29][CH:30]=[C:31]([O:36][Si](C(C)(C)C)(C)C)[CH:32]=2)[CH:27]=1)=[O:25])[CH3:20]. (9) Given the product [CH3:23][O:22][C:19]1[CH:20]=[C:21]2[C:16]([CH2:15][CH2:14][O:13][CH:12]2[CH2:11][N:9]2[CH2:10][CH2:5][NH:6][CH2:7][CH2:8]2)=[CH:17][C:18]=1[C:24]#[N:25], predict the reactants needed to synthesize it. The reactants are: CC([CH:5]1[CH2:10][N:9]([CH2:11][CH:12]2[C:21]3[C:16](=[CH:17][C:18]([C:24]#[N:25])=[C:19]([O:22][CH3:23])[CH:20]=3)[CH2:15][CH2:14][O:13]2)[CH2:8][CH2:7][N:6]1C([O-])=O)(C)C.C(O)(C(F)(F)F)=O. (10) Given the product [OH:1][CH2:2][CH:3]1[CH2:7][CH2:6][CH2:5][N:4]1[C:8]1[N:13]=[C:12]([NH:14][CH2:15][C:16]2[CH:21]=[CH:20][C:19]([O:22][CH3:23])=[C:18]([Cl:24])[CH:17]=2)[C:11]([C@@H:25]([OH:26])[CH2:27][CH2:28][CH2:29][CH3:30])=[CH:10][N:9]=1, predict the reactants needed to synthesize it. The reactants are: [OH:1][CH2:2][C@@H:3]1[CH2:7][CH2:6][CH2:5][N:4]1[C:8]1[N:13]=[C:12]([NH:14][CH2:15][C:16]2[CH:21]=[CH:20][C:19]([O:22][CH3:23])=[C:18]([Cl:24])[CH:17]=2)[C:11]([CH:25]=[O:26])=[CH:10][N:9]=1.[CH2:27]([Li])[CH2:28][CH2:29][CH3:30].C(=O)([O-])O.[Na+].